Binary Classification. Given a drug SMILES string, predict its activity (active/inactive) in a high-throughput screening assay against a specified biological target. From a dataset of Cav3 T-type calcium channel HTS with 100,875 compounds. (1) The compound is O1C(C1CC(OC)OC)C(O)COCc1ccccc1. The result is 0 (inactive). (2) The molecule is O(c1c2c(n(c(=O)c1)C)cc(N(C)C)cc2)C. The result is 0 (inactive). (3) The molecule is Brc1c(C(=O)NNC(=O)c2cc(Cl)ccc2)cccc1. The result is 0 (inactive). (4) The drug is Fc1c(N2CCN(C(CNC(=O)c3ccccc3)c3cccnc3)CC2)cccc1. The result is 0 (inactive). (5) The drug is O=C1C(C2C(C=3C(C4(C(C(CC4)C(CC\C=C(\C)C(O)=O)C)(CC3)C)C)CC2)(CC1)C)(C)C. The result is 0 (inactive).